Dataset: Reaction yield outcomes from USPTO patents with 853,638 reactions. Task: Predict the reaction yield, written as a fraction of the theoretical maximum amount of product (1.0 means a 100% yield; for example, 0.34 means a 34% yield). (1) The reactants are I[C:2]1[C:10]2[C:5](=[N:6][CH:7]=[CH:8][CH:9]=2)[N:4]([Si:11]([CH:18]([CH3:20])[CH3:19])([CH:15]([CH3:17])[CH3:16])[CH:12]([CH3:14])[CH3:13])[CH:3]=1.C([Mg]Cl)(C)C.[CH2:26]([O:33][C:34]1[C:41]([O:42][CH3:43])=[CH:40][C:37]([CH:38]=[O:39])=[C:36]([F:44])[CH:35]=1)[C:27]1[CH:32]=[CH:31][CH:30]=[CH:29][CH:28]=1.O. The catalyst is O1CCCC1. The product is [CH2:26]([O:33][C:34]1[C:41]([O:42][CH3:43])=[CH:40][C:37]([CH:38]([C:2]2[C:10]3[C:5](=[N:6][CH:7]=[CH:8][CH:9]=3)[N:4]([Si:11]([CH:18]([CH3:20])[CH3:19])([CH:15]([CH3:17])[CH3:16])[CH:12]([CH3:14])[CH3:13])[CH:3]=2)[OH:39])=[C:36]([F:44])[CH:35]=1)[C:27]1[CH:28]=[CH:29][CH:30]=[CH:31][CH:32]=1. The yield is 0.630. (2) The reactants are [F:1][C:2]1[CH:10]=[C:9]2[C:5]([CH:6]=[CH:7][N:8]2[Si:11]([CH:18]([CH3:20])[CH3:19])([CH:15]([CH3:17])[CH3:16])[CH:12]([CH3:14])[CH3:13])=[CH:4][CH:3]=1.[Li]C(CC)C.CN([CH:29]=[O:30])C. The catalyst is C1COCC1. The product is [F:1][C:2]1[CH:10]=[C:9]2[C:5]([CH:6]=[CH:7][N:8]2[Si:11]([CH:15]([CH3:17])[CH3:16])([CH:18]([CH3:20])[CH3:19])[CH:12]([CH3:13])[CH3:14])=[CH:4][C:3]=1[CH:29]=[O:30]. The yield is 0.570. (3) The reactants are [CH:1]([C:4]1([CH:10]([OH:14])[CH2:11][CH2:12][CH3:13])SCCCS1)([CH3:3])[CH3:2].C[OH:16]. The catalyst is C(#N)C. The product is [OH:14][CH:10]([CH2:11][CH2:12][CH3:13])[C:4](=[O:16])[CH:1]([CH3:3])[CH3:2]. The yield is 0.910. (4) The reactants are COC1C=C(OC)C=CC=1C[N:6]([C:31]1[CH:36]=[CH:35][N:34]=[CH:33][N:32]=1)[S:7]([C:10]1[CH:15]=[CH:14][C:13]([O:16][C@H:17]2[CH2:21][CH2:20][CH2:19][C@@H:18]2[C:22]2[N:26]([CH2:27][CH3:28])[N:25]=[CH:24][CH:23]=2)=[C:12]([F:29])[C:11]=1[F:30])(=[O:9])=[O:8].C([SiH](CC)CC)C.FC(F)(F)C(O)=O. The catalyst is ClCCl. The product is [CH2:27]([N:26]1[C:22]([C@H:18]2[CH2:19][CH2:20][CH2:21][C@@H:17]2[O:16][C:13]2[CH:14]=[CH:15][C:10]([S:7]([NH:6][C:31]3[CH:36]=[CH:35][N:34]=[CH:33][N:32]=3)(=[O:8])=[O:9])=[C:11]([F:30])[C:12]=2[F:29])=[CH:23][CH:24]=[N:25]1)[CH3:28]. The yield is 0.500. (5) The reactants are Br[C:2]1[CH:3]=[N:4][CH:5]=[C:6]([CH2:8][O:9][CH2:10][C:11]2([C:17]3[CH:22]=[CH:21][CH:20]=[CH:19][CH:18]=3)[CH2:16][CH2:15][NH:14][CH2:13][CH2:12]2)[CH:7]=1.[C:23]([C:25]1[CH:30]=[CH:29][C:28](B(O)O)=[CH:27][CH:26]=1)#[N:24].C(O)(C(F)(F)F)=O. No catalyst specified. The product is [C:17]1([C:11]2([CH2:10][O:9][CH2:8][C:6]3[CH:7]=[C:2]([C:28]4[CH:29]=[CH:30][C:25]([C:23]#[N:24])=[CH:26][CH:27]=4)[CH:3]=[N:4][CH:5]=3)[CH2:16][CH2:15][NH:14][CH2:13][CH2:12]2)[CH:22]=[CH:21][CH:20]=[CH:19][CH:18]=1. The yield is 0.640.